From a dataset of Full USPTO retrosynthesis dataset with 1.9M reactions from patents (1976-2016). Predict the reactants needed to synthesize the given product. The reactants are: Cl[CH2:2][CH2:3][CH2:4][CH2:5][N:6]1[C:14]([O:15]C)=[N:13][C:12]2[C:7]1=[N:8][C:9]([O:18][CH:19]1[CH2:23][CH2:22][CH2:21][CH2:20]1)=[N:10][C:11]=2[NH2:17].[NH:24]1[CH2:29][CH2:28][CH2:27][CH2:26][CH2:25]1. Given the product [NH2:17][C:11]1[N:10]=[C:9]([O:18][CH:19]2[CH2:23][CH2:22][CH2:21][CH2:20]2)[N:8]=[C:7]2[C:12]=1[NH:13][C:14](=[O:15])[N:6]2[CH2:5][CH2:4][CH2:3][CH2:2][N:24]1[CH2:29][CH2:28][CH2:27][CH2:26][CH2:25]1, predict the reactants needed to synthesize it.